From a dataset of Reaction yield outcomes from USPTO patents with 853,638 reactions. Predict the reaction yield, written as a fraction of the theoretical maximum amount of product (1.0 means a 100% yield; for example, 0.34 means a 34% yield). (1) The reactants are F[C:2]1[CH:7]=[C:6]([CH:8]([CH2:17][C:18](=O)[C:19]([CH3:22])([CH3:21])[CH3:20])[C:9]([C:11]2[CH:16]=[CH:15][CH:14]=[CH:13][CH:12]=2)=O)C=C[N:3]=1.[C:24]([O-:27])(=O)[CH3:25].[NH4+:28].C([O-])(O)=O.[Na+].CCOC(C)=O. The catalyst is C(O)(=O)C. The product is [C:19]([C:18]1[NH:28][C:9]([C:11]2[CH:16]=[CH:15][CH:14]=[CH:13][CH:12]=2)=[C:8]([C:6]2[CH:7]=[CH:2][NH:3][C:24](=[O:27])[CH:25]=2)[CH:17]=1)([CH3:22])([CH3:21])[CH3:20]. The yield is 0.780. (2) The reactants are [N:1]1([C:7]2[N:12]=[N:11][C:10]([C:13]3[NH:17][C:16]4[CH:18]=[CH:19][CH:20]=[CH:21][C:15]=4[N:14]=3)=[CH:9][CH:8]=2)[CH2:6][CH2:5][NH:4][CH2:3][CH2:2]1.[F:22][C:23]([F:34])([F:33])[C:24]1[CH:32]=[CH:31][CH:30]=[CH:29][C:25]=1[C:26](Cl)=[O:27]. No catalyst specified. The product is [NH:14]1[C:15]2[CH:21]=[CH:20][CH:19]=[CH:18][C:16]=2[N:17]=[C:13]1[C:10]1[N:11]=[N:12][C:7]([N:1]2[CH2:6][CH2:5][N:4]([C:26]([C:25]3[CH:29]=[CH:30][CH:31]=[CH:32][C:24]=3[C:23]([F:22])([F:33])[F:34])=[O:27])[CH2:3][CH2:2]2)=[CH:8][CH:9]=1. The yield is 0.270. (3) The reactants are [C:1]([O:4][C:5]1[CH:6]=[C:7]2[C:12](=[CH:13][CH:14]=1)[CH:11]=[C:10]([C:15]([OH:17])=O)[CH:9]=[CH:8]2)(=[O:3])[CH3:2].[NH:18]1[CH2:23][CH2:22][CH:21]([C:24]([O:26][CH3:27])=[O:25])[CH2:20][CH2:19]1.CN(C(ON1N=NC2C=CC=CC1=2)=[N+](C)C)C.F[P-](F)(F)(F)(F)F. The catalyst is C(Cl)Cl.C(OCC)(=O)C. The product is [C:1]([O:4][C:5]1[CH:6]=[C:7]2[C:12](=[CH:13][CH:14]=1)[CH:11]=[C:10]([C:15]([N:18]1[CH2:23][CH2:22][CH:21]([C:24]([O:26][CH3:27])=[O:25])[CH2:20][CH2:19]1)=[O:17])[CH:9]=[CH:8]2)(=[O:3])[CH3:2]. The yield is 1.00. (4) The reactants are [CH3:1][C:2]1[CH:7]=[CH:6][C:5]([S:8]([O:11][CH2:12][CH:13]2[CH2:17][C:16]3[CH:18]=[CH:19][CH:20]=[C:21](Br)[C:15]=3[O:14]2)(=[O:10])=[O:9])=[CH:4][CH:3]=1.[F:23][C:24]1[CH:25]=[C:26](B(O)O)[CH:27]=[CH:28][CH:29]=1.C(=O)([O-])[O-].[K+].[K+].CC1C=CC(S(OCC2CC3C(C4C=CC=CC=4)=CC=CC=3O2)(=O)=O)=CC=1. The catalyst is CC1C=CC=CC=1[P](C1C=CC=CC=1C)([Pd](Cl)(Cl)[P](C1=C(C)C=CC=C1)(C1C=CC=CC=1C)C1C=CC=CC=1C)C1C=CC=CC=1C. The product is [CH3:1][C:2]1[CH:7]=[CH:6][C:5]([S:8]([O:11][CH2:12][CH:13]2[CH2:17][C:16]3[CH:18]=[CH:19][CH:20]=[C:21]([C:28]4[CH:27]=[CH:26][CH:25]=[C:24]([F:23])[CH:29]=4)[C:15]=3[O:14]2)(=[O:10])=[O:9])=[CH:4][CH:3]=1. The yield is 0.750. (5) The reactants are C(OC([NH:8][CH:9]1[CH2:14][CH2:13][N:12]([CH2:15][CH2:16][N:17]2[C:25]3[C:20](=[CH:21][CH:22]=[C:23]([O:26][CH3:27])[CH:24]=3)[CH:19]=[C:18]2[C:28]([O:30][CH3:31])=[O:29])[CH2:11][CH2:10]1)=O)(C)(C)C.Cl. The catalyst is O1CCOCC1. The product is [NH2:8][CH:9]1[CH2:10][CH2:11][N:12]([CH2:15][CH2:16][N:17]2[C:25]3[C:20](=[CH:21][CH:22]=[C:23]([O:26][CH3:27])[CH:24]=3)[CH:19]=[C:18]2[C:28]([O:30][CH3:31])=[O:29])[CH2:13][CH2:14]1. The yield is 1.00. (6) The reactants are [F:1][C:2]1[CH:3]=[CH:4][C:5]([C:8]2[N:12]=[N:11][N:10]([CH3:13])[C:9]=2[CH2:14][O:15][C:16]2[N:21]=[N:20][C:19]([C:22]([OH:24])=O)=[CH:18][CH:17]=2)=[N:6][CH:7]=1.CN(C(ON1N=NC2C=CC=CC1=2)=[N+](C)C)C.[B-](F)(F)(F)F.CCN(C(C)C)C(C)C.[NH2:56][C:57]([CH3:61])([CH3:60])[CH2:58][OH:59]. The catalyst is CN(C=O)C. The product is [OH:59][CH2:58][C:57]([NH:56][C:22]([C:19]1[N:20]=[N:21][C:16]([O:15][CH2:14][C:9]2[N:10]([CH3:13])[N:11]=[N:12][C:8]=2[C:5]2[CH:4]=[CH:3][C:2]([F:1])=[CH:7][N:6]=2)=[CH:17][CH:18]=1)=[O:24])([CH3:61])[CH3:60]. The yield is 0.920.